From a dataset of Reaction yield outcomes from USPTO patents with 853,638 reactions. Predict the reaction yield, written as a fraction of the theoretical maximum amount of product (1.0 means a 100% yield; for example, 0.34 means a 34% yield). (1) The reactants are [CH2:1]([C:4]1[CH:5]=[N:6][C:7]([N:10]2[CH2:15][CH2:14][CH:13]([O:16][C:17]3[S:18][C:19]4[CH:25]=[C:24]([C:26]5[CH2:31][CH2:30][N:29]([S:32]([CH2:35][CH2:36][CH2:37][C:38](O)=[O:39])(=[O:34])=[O:33])[CH2:28][CH:27]=5)[CH:23]=[CH:22][C:20]=4[N:21]=3)[CH2:12][CH2:11]2)=[N:8][CH:9]=1)[CH2:2][CH3:3].C1C=CC2N(O)N=NC=2C=1.C(Cl)CCl.[NH2:55][CH2:56][C:57]([CH3:60])([OH:59])[CH3:58].CCN(CC)CC. The catalyst is C(Cl)Cl. The product is [OH:59][C:57]([CH3:60])([CH3:58])[CH2:56][NH:55][C:38](=[O:39])[CH2:37][CH2:36][CH2:35][S:32]([N:29]1[CH2:30][CH2:31][C:26]([C:24]2[CH:23]=[CH:22][C:20]3[N:21]=[C:17]([O:16][CH:13]4[CH2:12][CH2:11][N:10]([C:7]5[N:6]=[CH:5][C:4]([CH2:1][CH2:2][CH3:3])=[CH:9][N:8]=5)[CH2:15][CH2:14]4)[S:18][C:19]=3[CH:25]=2)=[CH:27][CH2:28]1)(=[O:34])=[O:33]. The yield is 0.680. (2) The reactants are [S:1]1[CH:5]=[CH:4][CH:3]=[C:2]1[CH2:6]C(Cl)=O.[NH2:10][C@@H:11]1[CH2:16][CH2:15][CH2:14][N:13](C(OC(C)(C)C)=O)[CH2:12]1.CCN(C(C)C)C(C)C.C(O)C(N)(CO)C[OH:36]. The catalyst is ClCCl. The product is [NH:13]1[CH2:14][CH2:15][CH2:16][C@@H:11]([NH:10][C:6]([C:2]2[S:1][CH:5]=[CH:4][CH:3]=2)=[O:36])[CH2:12]1. The yield is 0.704. (3) The reactants are [C:1]([O:5][C:6]([N:8]1[C:16]2[C:11](=[CH:12][C:13]([N+:17]([O-])=O)=[CH:14][CH:15]=2)[CH:10]=[N:9]1)=[O:7])([CH3:4])([CH3:3])[CH3:2].CC(=O)O[CH2:23][CH3:24]. The catalyst is C1COCC1.[Pd]. The product is [C:1]([O:5][C:6]([N:8]1[C:16]2[C:11](=[CH:12][C:13]([NH:17][CH:24]3[CH2:23][CH2:15][CH2:16][NH:8][CH2:6]3)=[CH:14][CH:15]=2)[CH:10]=[N:9]1)=[O:7])([CH3:4])([CH3:3])[CH3:2]. The yield is 0.950. (4) The reactants are BrCC[CH2:4][O:5][C:6]1[CH:7]=[C:8]2[C:13](=[CH:14][C:15]=1[O:16][CH3:17])[N:12]=[CH:11][N:10]=[C:9]2[O:18][C:19]1[CH:24]=[CH:23][C:22]([NH:25][C:26]([NH:28][CH2:29][CH2:30][CH3:31])=[O:27])=[C:21](Cl)[CH:20]=1.[C:33](=[O:36])([O-])[O-].[K+].[K+].[CH3:39][N:40]1[CH2:45][CH2:44]N[CH2:42][CH2:41]1.CN(C)[CH:48]=[O:49]. No catalyst specified. The product is [CH3:48][O:49][C:21]1[CH:20]=[C:19]([O:18][C:9]2[C:8]3[C:13](=[CH:14][C:15]([O:16][CH2:17][CH2:42][CH2:41][N:40]4[CH2:39][CH2:33][O:36][CH2:44][CH2:45]4)=[C:6]([O:5][CH3:4])[CH:7]=3)[N:12]=[CH:11][N:10]=2)[CH:24]=[CH:23][C:22]=1[NH:25][C:26]([NH:28][CH2:29][CH2:30][CH3:31])=[O:27]. The yield is 0.420. (5) The reactants are [H-].[Na+].C(OC([NH:10][C@H:11]1[CH2:16][CH2:15][C@@H:14]([CH2:17][OH:18])[CH2:13][CH2:12]1)=O)(C)(C)C.[CH2:19]1OCCOCCOCCOCCOC1.CI. The catalyst is C1COCC1. The product is [CH3:19][O:18][CH2:17][C@@H:14]1[CH2:13][CH2:12][C@H:11]([NH2:10])[CH2:16][CH2:15]1. The yield is 0.790.